This data is from Aqueous solubility values for 9,982 compounds from the AqSolDB database. The task is: Regression/Classification. Given a drug SMILES string, predict its absorption, distribution, metabolism, or excretion properties. Task type varies by dataset: regression for continuous measurements (e.g., permeability, clearance, half-life) or binary classification for categorical outcomes (e.g., BBB penetration, CYP inhibition). For this dataset (solubility_aqsoldb), we predict Y. (1) The drug is CC(C)c1ccc(N)cc1. The Y is -1.79 log mol/L. (2) The compound is CCOP(=S)(Oc1ccc(C#N)cc1)c1ccccc1. The Y is -5.70 log mol/L. (3) The molecule is CCC/C(=N\OCC)C1=C(O)CC(C2CCCSC2)CC1=O. The Y is -3.58 log mol/L. (4) The drug is CCc1c(C)c(CN)nc2ccccc12. The Y is -1.48 log mol/L. (5) The Y is -0.634 log mol/L. The compound is C=COC(C)=O. (6) The molecule is O=S(=O)(Nc1ccc(Cl)cc1)c1ccccc1. The Y is -4.03 log mol/L. (7) The molecule is Cc1c(F)c(F)c(COC(=O)C2C(C=C(Cl)C(F)(F)F)C2(C)C)c(F)c1F. The Y is -7.32 log mol/L. (8) The drug is CC(C)[C@@H]1CC[C@@H](C)C[C@H]1O. The Y is -2.57 log mol/L.